Dataset: Catalyst prediction with 721,799 reactions and 888 catalyst types from USPTO. Task: Predict which catalyst facilitates the given reaction. (1) The catalyst class is: 11. Reactant: C[Al](C)C.[CH2:5]([NH2:8])[CH2:6][NH2:7].C(O[C:12](=O)[CH2:13][S:14][C:15]1[CH:20]=[C:19]([Cl:21])[CH:18]=[C:17]([Cl:22])[CH:16]=1)C. Product: [Cl:22][C:17]1[CH:16]=[C:15]([S:14][CH2:13][C:12]2[NH:7][CH2:6][CH2:5][N:8]=2)[CH:20]=[C:19]([Cl:21])[CH:18]=1. (2) Reactant: [OH:1][C:2]1[CH:29]=[CH:28][C:5]2[N:6]([CH2:23][C:24]([OH:27])([CH3:26])[CH3:25])[C:7]([NH:9][C:10]([C:12]3[S:13][C:14]([C:17]4[O:21][C:20]([CH3:22])=[N:19][CH:18]=4)=[CH:15][CH:16]=3)=[O:11])=[N:8][C:4]=2[CH:3]=1.Cl[CH2:31][CH2:32][N:33]([CH3:35])[CH3:34].C(=O)([O-])[O-].[K+].[K+]. Product: [CH3:34][N:33]([CH3:35])[CH2:32][CH2:31][O:1][C:2]1[CH:29]=[CH:28][C:5]2[N:6]([CH2:23][C:24]([OH:27])([CH3:26])[CH3:25])[C:7]([NH:9][C:10]([C:12]3[S:13][C:14]([C:17]4[O:21][C:20]([CH3:22])=[N:19][CH:18]=4)=[CH:15][CH:16]=3)=[O:11])=[N:8][C:4]=2[CH:3]=1. The catalyst class is: 18. (3) Reactant: [F:1][C:2]1[CH:7]=[C:6]([S:8][C:9]2[CH:14]=[CH:13][C:12]([CH3:15])=[CH:11][CH:10]=2)[CH:5]=[CH:4][C:3]=1[C:16]1[CH:21]=[CH:20][C:19]([CH2:22][CH2:23][C:24]2([NH:32]C(=O)C)[CH2:29][O:28]C(C)(C)[O:26][CH2:25]2)=[CH:18][CH:17]=1.Cl. Product: [NH2:32][C:24]([CH2:23][CH2:22][C:19]1[CH:18]=[CH:17][C:16]([C:3]2[CH:4]=[CH:5][C:6]([S:8][C:9]3[CH:10]=[CH:11][C:12]([CH3:15])=[CH:13][CH:14]=3)=[CH:7][C:2]=2[F:1])=[CH:21][CH:20]=1)([CH2:29][OH:28])[CH2:25][OH:26]. The catalyst class is: 8. (4) Reactant: [F:1][C:2]1[C:7]([F:8])=[CH:6][C:5]([F:9])=[CH:4][C:3]=1[CH2:10][C:11]([OH:13])=O.C1N=CN(C([N:21]2[CH:25]=NC=C2)=O)C=1.C1C[O:29][CH2:28]C1. Product: [CH3:28][O:29][N:21]([CH3:25])[C:11](=[O:13])[CH2:10][C:3]1[CH:4]=[C:5]([F:9])[CH:6]=[C:7]([F:8])[C:2]=1[F:1]. The catalyst class is: 6. (5) The catalyst class is: 66. Reactant: [C:1]([O:5][C:6]([N:8]1[CH2:13][C@@H:12]([C:14](=[O:37])[NH:15][CH2:16][C:17]2([CH2:31][CH2:32]CCOC)[C:30]3[CH:29]=[CH:28][CH:27]=[CH:26][C:25]=3[O:24][C:23]3[C:18]2=[CH:19][CH:20]=[CH:21][CH:22]=3)[CH2:11][C@@H:10]([C:38](O)=[O:39])[CH2:9]1)=[O:7])([CH3:4])([CH3:3])[CH3:2].Cl.[CH2:42]([NH:44][CH2:45][CH2:46][CH:47]([CH3:49])[CH3:48])[CH3:43]. Product: [C:1]([O:5][C:6]([N:8]1[CH2:13][C@@H:12]([C:14](=[O:37])[NH:15][CH2:16][C:17]2([CH2:31][CH2:32][CH2:2][CH2:1][O:5][CH3:6])[C:18]3[CH:19]=[CH:20][CH:21]=[CH:22][C:23]=3[O:24][C:25]3[C:30]2=[CH:29][CH:28]=[CH:27][CH:26]=3)[CH2:11][C@@H:10]([C:38](=[O:39])[N:44]([CH2:42][CH3:43])[CH2:45][CH2:46][CH:47]([CH3:49])[CH3:48])[CH2:9]1)=[O:7])([CH3:3])([CH3:2])[CH3:4]. (6) Reactant: [F:1][C:2]([F:18])([F:17])[C:3]1[CH:4]=[C:5]([CH:14]=[CH:15][CH:16]=1)[CH2:6][CH:7]1[S:11][C:10]([NH2:12])=[N:9][C:8]1=[O:13].C(N(CC)CC)C.[C:26](Cl)(=[O:33])[C:27]1[CH:32]=[CH:31][CH:30]=[CH:29][CH:28]=1.C([O-])(O)=O.[Na+]. Product: [F:18][C:2]([F:1])([F:17])[C:3]1[CH:4]=[C:5]([CH:14]=[CH:15][CH:16]=1)[CH2:6][CH:7]1[S:11][C:10](=[N:12][C:26](=[O:33])[C:27]2[CH:32]=[CH:31][CH:30]=[CH:29][CH:28]=2)[NH:9][C:8]1=[O:13]. The catalyst class is: 34. (7) Reactant: C(OC([N:8]1[CH2:13][CH2:12][CH:11]([C:14](=[S:16])[NH2:15])[CH2:10][CH2:9]1)=O)(C)(C)C.Br[CH:18]([C:28]1[CH:33]=[CH:32][C:31]([CH3:34])=[CH:30][CH:29]=1)[C:19]([C:21]1[CH:26]=[CH:25][C:24]([Cl:27])=[CH:23][CH:22]=1)=O. Product: [ClH:27].[Cl:27][C:24]1[CH:23]=[CH:22][C:21]([C:19]2[N:15]=[C:14]([CH:11]3[CH2:10][CH2:9][NH:8][CH2:13][CH2:12]3)[S:16][C:18]=2[C:28]2[CH:29]=[CH:30][C:31]([CH3:34])=[CH:32][CH:33]=2)=[CH:26][CH:25]=1. The catalyst class is: 5.